This data is from Catalyst prediction with 721,799 reactions and 888 catalyst types from USPTO. The task is: Predict which catalyst facilitates the given reaction. (1) Reactant: P(Cl)(Cl)(Cl)=O.[NH:6]1[CH:10]=[N:9][CH:8]=[N:7]1.[C:11]([NH:14][C:15]1(N)[NH:24][C:23](=O)[C:22]2[C:17](=[N:18][CH:19]=[C:20]([C:26]3[CH:31]=[CH:30][C:29]([O:32][CH3:33])=[C:28]([O:34][CH3:35])[CH:27]=3)[N:21]=2)[NH:16]1)(=[O:13])[CH3:12]. Product: [C:11]([NH:14][C:15]1[N:24]=[C:23]([C:10]2[N:9]=[CH:8][NH:7][N:6]=2)[C:22]2[C:17](=[N:18][CH:19]=[C:20]([C:26]3[CH:31]=[CH:30][C:29]([O:32][CH3:33])=[C:28]([O:34][CH3:35])[CH:27]=3)[N:21]=2)[N:16]=1)(=[O:13])[CH3:12]. The catalyst class is: 17. (2) Reactant: [N:1]1([C:16]([O:18][C:19]([CH3:22])([CH3:21])[CH3:20])=[O:17])[CH2:6][CH2:5][CH:4]([C:7]([O:9]C2C=CC=CN=2)=O)[CH2:3][CH2:2]1.[Cl:23][C:24]1[CH:29]=[CH:28][CH:27]=[CH:26][C:25]=1B(O)O.C1(P(C2C=CC=CC=2)C2C=CC=CC=2)C=CC=CC=1. Product: [Cl:23][C:24]1[CH:29]=[CH:28][CH:27]=[CH:26][C:25]=1[C:7]([CH:4]1[CH2:3][CH2:2][N:1]([C:16]([O:18][C:19]([CH3:20])([CH3:21])[CH3:22])=[O:17])[CH2:6][CH2:5]1)=[O:9]. The catalyst class is: 167. (3) Reactant: [Cl:1][C:2]1[CH:14]=[CH:13][CH:12]=[CH:11][C:3]=1[CH2:4][C:5]1[S:9][C:8]([NH2:10])=[N:7][CH:6]=1.[CH3:15][O:16][C:17]1[CH:22]=[CH:21][C:20]([C:23]2([C:26](O)=[O:27])[CH2:25][CH2:24]2)=[CH:19][CH:18]=1.C(N(CC)CC)C.F[P-](F)(F)(F)(F)F.N1(OC(N(C)C)=[N+](C)C)C2N=CC=CC=2N=N1. Product: [Cl:1][C:2]1[CH:14]=[CH:13][CH:12]=[CH:11][C:3]=1[CH2:4][C:5]1[S:9][C:8]([NH:10][C:26]([C:23]2([C:20]3[CH:19]=[CH:18][C:17]([O:16][CH3:15])=[CH:22][CH:21]=3)[CH2:25][CH2:24]2)=[O:27])=[N:7][CH:6]=1. The catalyst class is: 10. (4) Reactant: [NH2:1][CH2:2][CH2:3][CH2:4][O:5][C:6]1[CH:11]=[CH:10][C:9]([C:12]2[CH:13]=[CH:14][C:15]3[N:16]([C:18]([C:21]4[CH:22]=[C:23]([C:28]([F:31])([F:30])[F:29])[C:24]([NH2:27])=[N:25][CH:26]=4)=[CH:19][N:20]=3)[N:17]=2)=[CH:8][C:7]=1[O:32][CH3:33].[CH3:34][O:35][C:36](Cl)=[O:37].C(NC(C)C)(C)C.CCOC(C)=O. Product: [CH3:34][O:35][C:36](=[O:37])[NH:1][CH2:2][CH2:3][CH2:4][O:5][C:6]1[CH:11]=[CH:10][C:9]([C:12]2[CH:13]=[CH:14][C:15]3[N:16]([C:18]([C:21]4[CH:26]=[N:25][C:24]([NH2:27])=[C:23]([C:28]([F:30])([F:29])[F:31])[CH:22]=4)=[CH:19][N:20]=3)[N:17]=2)=[CH:8][C:7]=1[O:32][CH3:33]. The catalyst class is: 3.